From a dataset of Full USPTO retrosynthesis dataset with 1.9M reactions from patents (1976-2016). Predict the reactants needed to synthesize the given product. Given the product [CH3:1][O:2][C:3]1[C:8]2[CH:9]([NH:12][C:13]3[CH:22]=[CH:21][C:20]4[C:15](=[CH:16][CH:17]=[C:18]([NH:23][C:27]([CH:24]5[CH2:26][CH2:25]5)=[O:28])[CH:19]=4)[N:14]=3)[CH2:10][O:11][C:7]=2[CH:6]=[CH:5][CH:4]=1, predict the reactants needed to synthesize it. The reactants are: [CH3:1][O:2][C:3]1[C:8]2[CH:9]([NH:12][C:13]3[CH:22]=[CH:21][C:20]4[C:15](=[CH:16][CH:17]=[C:18]([NH2:23])[CH:19]=4)[N:14]=3)[CH2:10][O:11][C:7]=2[CH:6]=[CH:5][CH:4]=1.[CH:24]1([C:27](O)=[O:28])[CH2:26][CH2:25]1.